Task: Predict which catalyst facilitates the given reaction.. Dataset: Catalyst prediction with 721,799 reactions and 888 catalyst types from USPTO (1) Reactant: [Br:1][C:2]1[CH:7]=[CH:6][C:5]([CH2:8]O)=[C:4]([Cl:10])[CH:3]=1.C(Br)(Br)(Br)[Br:12].C1(P(C2C=CC=CC=2)C2C=CC=CC=2)C=CC=CC=1. Product: [Br:1][C:2]1[CH:7]=[CH:6][C:5]([CH2:8][Br:12])=[C:4]([Cl:10])[CH:3]=1. The catalyst class is: 2. (2) Reactant: [O:1]1[CH2:6][CH2:5][CH2:4][CH2:3][CH:2]1[O:7][C:8]1[CH:9]=[C:10]([CH:13]=[CH:14][CH:15]=1)[CH:11]=O.Cl.[NH2:17][CH2:18][C:19]([O:21][CH2:22][CH3:23])=[O:20].CCN(CC)CC.[BH4-].[Na+]. Product: [O:1]1[CH2:6][CH2:5][CH2:4][CH2:3][CH:2]1[O:7][C:8]1[CH:9]=[C:10]([CH:13]=[CH:14][CH:15]=1)[CH2:11][NH:17][CH2:18][C:19]([O:21][CH2:22][CH3:23])=[O:20]. The catalyst class is: 8. (3) Reactant: Cl[C:2]1[N:11]=[C:10]([NH:12][CH:13]([C:22]2[CH:27]=[CH:26][CH:25]=[CH:24][CH:23]=2)[CH2:14][CH2:15][C:16]2[CH:21]=[CH:20][CH:19]=[CH:18][CH:17]=2)[C:9]2[C:4](=[CH:5][CH:6]=[CH:7][CH:8]=2)[N:3]=1.[CH3:28][N:29]([CH3:45])[C:30]1[CH:35]=[CH:34][C:33](B2OC(C)(C)C(C)(C)O2)=[CH:32][CH:31]=1.C1(C(C2C=CC=CN=2)CNC2C3C(=CC=CC=3)N=C(C3C=CC(NS(C)(=O)=O)=CC=3)N=2)C=CC=CC=1. Product: [CH3:28][N:29]([CH3:45])[C:30]1[CH:35]=[CH:34][C:33]([C:2]2[N:11]=[C:10]([NH:12][CH:13]([C:22]3[CH:27]=[CH:26][CH:25]=[CH:24][CH:23]=3)[CH2:14][CH2:15][C:16]3[CH:21]=[CH:20][CH:19]=[CH:18][CH:17]=3)[C:9]3[C:4](=[CH:5][CH:6]=[CH:7][CH:8]=3)[N:3]=2)=[CH:32][CH:31]=1. The catalyst class is: 147. (4) Reactant: [F:1][CH:2]([F:35])[C:3]1[CH:8]=[CH:7][N:6]=[C:5]([NH:9][C:10]2[CH:11]=[C:12]([C:17]3[CH:18]=[N:19][C:20]([C:23]([C@H:25]4[CH2:30][CH2:29][C@H:28]([C:31]([O:33][CH3:34])=[O:32])[CH2:27][CH2:26]4)=[CH2:24])=[N:21][CH:22]=3)[CH:13]=[C:14]([CH3:16])[CH:15]=2)[N:4]=1. Product: [F:35][CH:2]([F:1])[C:3]1[CH:8]=[CH:7][N:6]=[C:5]([NH:9][C:10]2[CH:11]=[C:12]([C:17]3[CH:22]=[N:21][C:20]([CH:23]([C@H:25]4[CH2:30][CH2:29][C@H:28]([C:31]([O:33][CH3:34])=[O:32])[CH2:27][CH2:26]4)[CH3:24])=[N:19][CH:18]=3)[CH:13]=[C:14]([CH3:16])[CH:15]=2)[N:4]=1. The catalyst class is: 1. (5) Reactant: Br[CH2:2][B:3]1[O:7][C:6]([CH3:9])([CH3:8])[C:5]([CH3:11])([CH3:10])[O:4]1.[I-:12].[Na+]. Product: [I:12][CH2:2][B:3]1[O:7][C:6]([CH3:9])([CH3:8])[C:5]([CH3:11])([CH3:10])[O:4]1. The catalyst class is: 21.